This data is from Catalyst prediction with 721,799 reactions and 888 catalyst types from USPTO. The task is: Predict which catalyst facilitates the given reaction. Reactant: C(Cl)(=O)C(Cl)=O.[NH:7]1[C:15]2[C:10](=[CH:11][C:12]([C:16]([OH:18])=O)=[CH:13][CH:14]=2)[CH:9]=[CH:8]1.Cl.[CH3:20][O:21][C:22]1[CH:23]=[CH:24][C:25]2[CH2:26][C@H:27]3[NH:38][CH2:37][CH2:36][C@@:33]4([C:34]=2[CH:35]=1)[C@H:28]3[CH2:29][CH2:30][CH2:31][CH2:32]4.C(N(CC)CC)C. Product: [CH3:20][O:21][C:22]1[CH:23]=[CH:24][C:25]2[CH2:26][C@H:27]3[N:38]([C:16]([C:12]4[CH:11]=[C:10]5[C:15](=[CH:14][CH:13]=4)[NH:7][CH:8]=[CH:9]5)=[O:18])[CH2:37][CH2:36][C@@:33]4([C:34]=2[CH:35]=1)[C@H:28]3[CH2:29][CH2:30][CH2:31][CH2:32]4. The catalyst class is: 1.